This data is from Forward reaction prediction with 1.9M reactions from USPTO patents (1976-2016). The task is: Predict the product of the given reaction. (1) Given the reactants [N:1]([C@@H:4]([C@@H:8]([C:19]1[CH:24]=[CH:23][C:22]([Cl:25])=[CH:21][CH:20]=1)[C:9]1[C:18]2[C:13](=[CH:14][CH:15]=[CH:16][CH:17]=2)[N:12]=[CH:11][CH:10]=1)[C:5](O)=[O:6])=[N+]=[N-].[NH2:26][C:27]1[CH:57]=[CH:56][CH:55]=[C:54]([F:58])[C:28]=1[CH2:29][CH2:30][C@H:31]1[O:36][CH2:35][C@@H:34]([CH2:37][O:38][C:39](=[O:46])[NH:40][CH2:41][C:42]([F:45])([F:44])[F:43])[N:33](C(OC(C)(C)C)=O)[CH2:32]1, predict the reaction product. The product is: [F:44][C:42]([F:43])([F:45])[CH2:41][NH:40][C:39](=[O:46])[O:38][CH2:37][C@@H:34]1[CH2:35][O:36][C@H:31]([CH2:30][CH2:29][C:28]2[C:54]([F:58])=[CH:55][CH:56]=[CH:57][C:27]=2[NH:26][C:5](=[O:6])[C@H:4]([C@H:8]([C:9]2[C:18]3[C:13](=[CH:14][CH:15]=[CH:16][CH:17]=3)[N:12]=[CH:11][CH:10]=2)[C:19]2[CH:24]=[CH:23][C:22]([Cl:25])=[CH:21][CH:20]=2)[NH2:1])[CH2:32][NH:33]1. (2) Given the reactants [N:1]1[CH:6]=[CH:5][C:4]([C:7]2[S:11][C:10]([C:12]([OH:14])=O)=[CH:9][CH:8]=2)=[CH:3][CH:2]=1.[CH3:15][O:16][C:17]1[CH:18]=[C:19]([CH2:23][CH2:24][NH2:25])[CH:20]=[CH:21][CH:22]=1, predict the reaction product. The product is: [CH3:15][O:16][C:17]1[CH:18]=[C:19]([CH2:23][CH2:24][NH:25][C:12]([C:10]2[S:11][C:7]([C:4]3[CH:3]=[CH:2][N:1]=[CH:6][CH:5]=3)=[CH:8][CH:9]=2)=[O:14])[CH:20]=[CH:21][CH:22]=1. (3) Given the reactants [Cl:1][C:2]1[CH:3]=[CH:4][C:5]2[N:11]([CH2:12][C:13]([CH3:17])([CH3:16])[CH2:14][OH:15])[C:10](=[O:18])[C@@H:9]([CH2:19][C:20]([NH:22][C:23]3[CH:24]=[C:25]([CH:29]=[CH:30][C:31]=3[F:32])[C:26]([OH:28])=[O:27])=[O:21])[O:8][C@H:7]([C:33]3[CH:38]=[CH:37][CH:36]=[C:35]([O:39][CH3:40])[C:34]=3[O:41][CH3:42])[C:6]=2[CH:43]=1.N1C=CC=CC=1.[C:50](OCC)(=[O:52])[CH3:51].C(Cl)(=O)C, predict the reaction product. The product is: [C:50]([O:15][CH2:14][C:13]([CH3:17])([CH3:16])[CH2:12][N:11]1[C:5]2[CH:4]=[CH:3][C:2]([Cl:1])=[CH:43][C:6]=2[C@@H:7]([C:33]2[CH:38]=[CH:37][CH:36]=[C:35]([O:39][CH3:40])[C:34]=2[O:41][CH3:42])[O:8][C@H:9]([CH2:19][C:20]([NH:22][C:23]2[CH:24]=[C:25]([CH:29]=[CH:30][C:31]=2[F:32])[C:26]([OH:28])=[O:27])=[O:21])[C:10]1=[O:18])(=[O:52])[CH3:51]. (4) The product is: [CH3:1][C:2]1([CH3:15])[CH2:7][C@H:6]([OH:8])[C@@H:5]([C:9]2[N:13]([CH3:14])[N:12]=[CH:11][CH:10]=2)[CH2:4][CH2:3]1. Given the reactants [CH3:1][C:2]1([CH3:15])[CH2:7][C:6](=[O:8])[C:5]([C:9]2[N:13]([CH3:14])[N:12]=[CH:11][CH:10]=2)=[CH:4][CH2:3]1.[BH4-].[Na+].[Cl-].[NH4+], predict the reaction product. (5) Given the reactants [CH3:1][C:2]1[N:6]([CH3:7])[C:5]2[CH:8]=[CH:9][C:10]3[C@H:11]([OH:22])[CH2:12][C@H:13]([C:16]4[CH:21]=[CH:20][CH:19]=[CH:18][CH:17]=4)[O:14][C:15]=3[C:4]=2[N:3]=1.CS(O)(=O)=O.C(=O)(O)[O-].[Na+].[CH2:33](O)[CH3:34], predict the reaction product. The product is: [CH3:33][CH2:34][O:22][CH:11]1[C:10]2[CH:9]=[CH:8][C:5]3[N:6]([CH3:7])[C:2]([CH3:1])=[N:3][C:4]=3[C:15]=2[O:14][CH:13]([C:16]2[CH:17]=[CH:18][CH:19]=[CH:20][CH:21]=2)[CH2:12]1. (6) Given the reactants [OH:1][CH:2]1[CH2:7][CH2:6][CH:5]([NH:8][C:9]2[CH:16]=[C:15]([N:17]3[C:26]4[CH2:25][C:24]([CH3:28])([CH3:27])[CH2:23][C:22](=[O:29])[C:21]=4[CH2:20][C:19]([CH3:30])=[N:18]3)[CH:14]=[CH:13][C:10]=2[C:11]#[N:12])[CH2:4][CH2:3]1.CS(C)=[O:33].[OH-].[Na+], predict the reaction product. The product is: [OH:1][CH:2]1[CH2:7][CH2:6][CH:5]([NH:8][C:9]2[CH:16]=[C:15]([N:17]3[C:26]4[CH2:25][C:24]([CH3:27])([CH3:28])[CH2:23][C:22](=[O:29])[C:21]=4[CH2:20][C:19]([CH3:30])=[N:18]3)[CH:14]=[CH:13][C:10]=2[C:11]([NH2:12])=[O:33])[CH2:4][CH2:3]1. (7) Given the reactants [N+:1]([C:4]1[CH:9]=[CH:8][C:7]([OH:10])=[CH:6][CH:5]=1)([O-:3])=[O:2].C(=O)([O-])[O-].[K+].[K+].[F:17][C:18]1[CH:25]=[CH:24][C:21]([CH2:22]Br)=[CH:20][CH:19]=1, predict the reaction product. The product is: [N+:1]([C:4]1[CH:9]=[CH:8][C:7]([O:10][CH2:22][C:21]2[CH:24]=[CH:25][C:18]([F:17])=[CH:19][CH:20]=2)=[CH:6][CH:5]=1)([O-:3])=[O:2].